The task is: Predict the reaction yield, written as a fraction of the theoretical maximum amount of product (1.0 means a 100% yield; for example, 0.34 means a 34% yield).. This data is from Reaction yield outcomes from USPTO patents with 853,638 reactions. (1) The reactants are Cl[C:2]1[CH:7]=[CH:6][NH:5][C:4](=[O:8])[C:3]=1[C:9]1[NH:10][C:11]2[C:19]([N:20]=1)=[CH:18][C:17]1[C:16](=[O:21])[N:15]([CH:22]3[CH2:27][CH2:26][N:25]([CH3:28])[CH2:24][CH2:23]3)[C:14](=[O:29])[C:13]=1[CH:12]=2.[NH2:30][CH2:31][C@@H:32]([OH:43])[CH2:33][O:34][C:35]1[CH:40]=[CH:39][C:38]([CH3:41])=[CH:37][C:36]=1[CH3:42].CCN(CC)CC. The catalyst is CCO. The product is [CH3:42][C:36]1[CH:37]=[C:38]([CH3:41])[CH:39]=[CH:40][C:35]=1[O:34][CH2:33][C@H:32]([OH:43])[CH2:31][NH:30][C:2]1[CH:7]=[CH:6][NH:5][C:4](=[O:8])[C:3]=1[C:9]1[NH:10][C:11]2[C:19]([N:20]=1)=[CH:18][C:17]1[C:16](=[O:21])[N:15]([CH:22]3[CH2:27][CH2:26][N:25]([CH3:28])[CH2:24][CH2:23]3)[C:14](=[O:29])[C:13]=1[CH:12]=2. The yield is 0.450. (2) The product is [CH3:25][O:24][C:22](=[O:23])[CH2:21][N:17]1[CH2:16][CH2:15][N:14]([C:7]([O:9][C:10]([CH3:13])([CH3:12])[CH3:11])=[O:8])[CH2:19][CH2:18]1. The yield is 0.600. The catalyst is C(#N)C. The reactants are C(=O)([O-])[O-].[K+].[K+].[C:7]([N:14]1[CH2:19][CH2:18][NH:17][CH2:16][CH2:15]1)([O:9][C:10]([CH3:13])([CH3:12])[CH3:11])=[O:8].Br[CH2:21][C:22]([O:24][CH3:25])=[O:23]. (3) The reactants are [C:1]([O:5][C:6]([N:8]1[CH2:13][CH2:12][N:11]([CH2:14][C:15]2[N:23]3[C:18]([C:19]([NH2:24])=[N:20][CH:21]=[N:22]3)=[CH:17][CH:16]=2)[CH2:10][CH2:9]1)=[O:7])([CH3:4])([CH3:3])[CH3:2].CC(O)C.C(=O)=O.[Br:32]N1C(C)(C)C(=O)N(Br)C1=O. The catalyst is C1COCC1. The product is [C:1]([O:5][C:6]([N:8]1[CH2:9][CH2:10][N:11]([CH2:14][C:15]2[N:23]3[C:18]([C:19]([NH2:24])=[N:20][CH:21]=[N:22]3)=[C:17]([Br:32])[CH:16]=2)[CH2:12][CH2:13]1)=[O:7])([CH3:4])([CH3:2])[CH3:3]. The yield is 0.670.